From a dataset of Reaction yield outcomes from USPTO patents with 853,638 reactions. Predict the reaction yield, written as a fraction of the theoretical maximum amount of product (1.0 means a 100% yield; for example, 0.34 means a 34% yield). (1) The catalyst is C(#N)C. The yield is 0.480. The product is [F:24][C:25]1[CH:26]=[C:27]([C:28]2[O:15][N:14]=[C:13]([CH2:12][N:8]3[C:9]4[C:5](=[C:4]([C:20]([F:22])([F:23])[F:21])[C:3]([C:1]#[N:2])=[CH:11][CH:10]=4)[CH:6]=[C:7]3[CH2:17][CH2:18][CH3:19])[N:16]=2)[CH:31]=[CH:32][C:33]=1[F:34]. The reactants are [C:1]([C:3]1[C:4]([C:20]([F:23])([F:22])[F:21])=[C:5]2[C:9](=[CH:10][CH:11]=1)[N:8]([CH2:12][C:13](=[NH:16])[NH:14][OH:15])[C:7]([CH2:17][CH2:18][CH3:19])=[CH:6]2)#[N:2].[F:24][C:25]1[CH:26]=[C:27]([CH:31]=[CH:32][C:33]=1[F:34])[C:28](Cl)=O.C(N(CC)C(C)C)(C)C. (2) The reactants are Cl[CH2:2][C:3]1[N:4]=[C:5]2[C:10]([NH:11][CH2:12][C:13]3[C:18]([CH3:19])=[CH:17][CH:16]=[CH:15][C:14]=3[CH3:20])=[CH:9][CH:8]=[CH:7][N:6]2[C:21]=1[CH3:22].[C-:23]#[N:24].[K+].CS(C)=O.C(Cl)Cl. The catalyst is O. The product is [C:23]([CH2:2][C:3]1[N:4]=[C:5]2[C:10]([NH:11][CH2:12][C:13]3[C:18]([CH3:19])=[CH:17][CH:16]=[CH:15][C:14]=3[CH3:20])=[CH:9][CH:8]=[CH:7][N:6]2[C:21]=1[CH3:22])#[N:24]. The yield is 0.340. (3) The reactants are [CH3:1][N:2]([CH2:4][CH2:5][N:6]1[C:10]2[CH:11]=[CH:12][CH:13]=[CH:14][C:9]=2[N:8]=[C:7]1[CH2:15][N:16]1[C:20]2[CH:21]=[CH:22][CH:23]=[CH:24][C:19]=2[N:18]=[N:17]1)[CH3:3].[CH3:25][I:26]. The catalyst is CC(C)=O. The product is [I-:26].[N:16]1([CH2:15][C:7]2[N:6]([CH2:5][CH2:4][N+:2]([CH3:25])([CH3:1])[CH3:3])[C:10]3[CH:11]=[CH:12][CH:13]=[CH:14][C:9]=3[N:8]=2)[C:20]2[CH:21]=[CH:22][CH:23]=[CH:24][C:19]=2[N:18]=[N:17]1. The yield is 0.140. (4) The reactants are [F:1][C:2]1[C:3]([NH:17]C(=O)OC(C)(C)C)=[CH:4][C:5]2[N:6]([N:8]=[C:9]([C:11]3[CH:16]=[CH:15][CH:14]=[CH:13][CH:12]=3)[N:10]=2)[CH:7]=1.Cl.C(=O)([O-])[O-].[Na+].[Na+]. No catalyst specified. The product is [F:1][C:2]1[C:3]([NH2:17])=[CH:4][C:5]2[N:6]([N:8]=[C:9]([C:11]3[CH:16]=[CH:15][CH:14]=[CH:13][CH:12]=3)[N:10]=2)[CH:7]=1. The yield is 1.00. (5) The reactants are [Br:1][C:2]1[CH:3]=[C:4]([OH:8])[CH:5]=[CH:6][CH:7]=1.[C:9]([Si:13](Cl)([CH3:15])[CH3:14])([CH3:12])([CH3:11])[CH3:10].N1C=CN=C1.O. The catalyst is ClCCl. The product is [Br:1][C:2]1[CH:3]=[C:4]([CH:5]=[CH:6][CH:7]=1)[O:8][Si:13]([C:9]([CH3:12])([CH3:11])[CH3:10])([CH3:15])[CH3:14]. The yield is 0.984.